Dataset: Full USPTO retrosynthesis dataset with 1.9M reactions from patents (1976-2016). Task: Predict the reactants needed to synthesize the given product. (1) Given the product [CH3:1][O:2][C:3]1[CH:8]=[CH:7][C:6]([NH:9][C:10]2[N:11]([CH2:32][CH2:33][CH2:34][N:35]3[CH2:40][CH2:39][CH2:38][CH2:37][CH2:36]3)[C:12]3[CH:17]=[C:16]([C:18]([O:20][CH2:21][CH3:22])=[O:19])[N:15]=[CH:14][C:13]=3[N:23]=2)=[CH:5][CH:4]=1, predict the reactants needed to synthesize it. The reactants are: [CH3:1][O:2][C:3]1[CH:8]=[CH:7][C:6]([NH:9][C:10]2[NH:11][C:12]3[CH:17]=[C:16]([C:18]([O:20][CH2:21][CH3:22])=[O:19])[N:15]=[CH:14][C:13]=3[N:23]=2)=[CH:5][CH:4]=1.C([O-])([O-])=O.[K+].[K+].Cl.Cl[CH2:32][CH2:33][CH2:34][N:35]1[CH2:40][CH2:39][CH2:38][CH2:37][CH2:36]1.C(OCC)(=O)C. (2) The reactants are: [Cl:1][C:2]1[CH:3]=[C:4]([S:22][CH:23]2[CH2:28][CH2:27][CH2:26][CH2:25][CH2:24]2)[C:5]([CH3:21])=[C:6]([CH:20]=1)[C:7]([NH:9][CH2:10][C:11]1[C:12](=[O:19])[NH:13][C:14]([CH3:18])=[CH:15][C:16]=1[CH3:17])=[O:8].C1C=C(Cl)C=C(C(OO)=[O:37])C=1. Given the product [Cl:1][C:2]1[CH:3]=[C:4]([S:22]([CH:23]2[CH2:28][CH2:27][CH2:26][CH2:25][CH2:24]2)=[O:37])[C:5]([CH3:21])=[C:6]([CH:20]=1)[C:7]([NH:9][CH2:10][C:11]1[C:12](=[O:19])[NH:13][C:14]([CH3:18])=[CH:15][C:16]=1[CH3:17])=[O:8], predict the reactants needed to synthesize it. (3) Given the product [Br:1][C:2]1[CH:7]=[CH:6][C:5]([CH2:8][Cl:13])=[CH:4][C:3]=1[CH3:10], predict the reactants needed to synthesize it. The reactants are: [Br:1][C:2]1[CH:7]=[CH:6][C:5]([CH2:8]O)=[CH:4][C:3]=1[CH3:10].S(Cl)([Cl:13])=O. (4) Given the product [N:1]1[C:10]2[C:5](=[CH:6][CH:7]=[CH:8][CH:9]=2)[CH:4]=[C:3]([C:11]#[C:12][CH2:13][OH:14])[CH:2]=1.[C:18]([O:17][C:15](=[O:16])[O-:22])([CH3:21])([CH3:20])[CH3:19], predict the reactants needed to synthesize it. The reactants are: [N:1]1[C:10]2[C:5](=[CH:6][CH:7]=[CH:8][CH:9]=2)[CH:4]=[C:3]([C:11]#[C:12][CH2:13][OH:14])[CH:2]=1.[C:15]([O:22]C(OC(C)(C)C)=O)([O:17][C:18]([CH3:21])([CH3:20])[CH3:19])=[O:16].[OH-].[Na+]. (5) Given the product [N:22]1([CH2:2][CH2:3][CH2:4][O:5][C:6]2[CH:7]=[C:8]3[C:12](=[CH:13][CH:14]=2)[N:11]([C:15]([O:17][C:18]([CH3:21])([CH3:20])[CH3:19])=[O:16])[CH:10]=[CH:9]3)[CH2:27][CH2:26][O:25][CH2:24][CH2:23]1, predict the reactants needed to synthesize it. The reactants are: Br[CH2:2][CH2:3][CH2:4][O:5][C:6]1[CH:7]=[C:8]2[C:12](=[CH:13][CH:14]=1)[N:11]([C:15]([O:17][C:18]([CH3:21])([CH3:20])[CH3:19])=[O:16])[CH:10]=[CH:9]2.[NH:22]1[CH2:27][CH2:26][O:25][CH2:24][CH2:23]1.N1C=CC=CC=1. (6) Given the product [Cl:1][C:2]1[CH:3]=[CH:4][C:5]([C:8]2[O:12][C:11]([C:13]3[CH:18]=[CH:17][C:16]4[N:19]=[C:24]([C:23]5[C:22]([Cl:21])=[CH:29][C:28]([N:30]6[CH2:31][CH2:32][O:33][CH2:34][CH2:35]6)=[CH:27][C:26]=5[Cl:36])[NH:20][C:15]=4[CH:14]=3)=[N:10][N:9]=2)=[CH:6][CH:7]=1, predict the reactants needed to synthesize it. The reactants are: [Cl:1][C:2]1[CH:7]=[CH:6][C:5]([C:8]2[O:12][C:11]([C:13]3[CH:14]=[C:15]([NH2:20])[C:16]([NH2:19])=[CH:17][CH:18]=3)=[N:10][N:9]=2)=[CH:4][CH:3]=1.[Cl:21][C:22]1[CH:29]=[C:28]([N:30]2[CH2:35][CH2:34][O:33][CH2:32][CH2:31]2)[CH:27]=[C:26]([Cl:36])[C:23]=1[CH:24]=O. (7) Given the product [CH3:24][CH:23]([N:1]1[CH2:2][CH2:3][C:4]2([O:11][C:10]3[C:12]4[C:17]([C:18](=[O:21])[C:19](=[O:20])[C:9]=3[S:8][CH2:7]2)=[CH:16][CH:15]=[CH:14][CH:13]=4)[CH2:5][CH2:6]1)[CH2:25][CH2:26][CH3:27], predict the reactants needed to synthesize it. The reactants are: [NH:1]1[CH2:6][CH2:5][C:4]2([O:11][C:10]3[C:12]4[C:17]([C:18](=[O:21])[C:19](=[O:20])[C:9]=3[S:8][CH2:7]2)=[CH:16][CH:15]=[CH:14][CH:13]=4)[CH2:3][CH2:2]1.Br[CH:23]([CH2:25][CH2:26][CH3:27])[CH3:24]. (8) Given the product [C:32]([C:31]1[CH:34]=[CH:35][C:28]([CH2:27][N:11]([CH:12]2[CH2:17][CH:16]3[CH:18]([OH:19])[CH:13]2[CH2:14][CH2:15]3)[S:8]([C:5]2[CH:6]=[CH:7][C:2]([Cl:1])=[CH:3][CH:4]=2)(=[O:9])=[O:10])=[CH:29][CH:30]=1)#[N:33], predict the reactants needed to synthesize it. The reactants are: [Cl:1][C:2]1[CH:7]=[CH:6][C:5]([S:8]([NH:11][CH:12]2[CH2:17][CH:16]3[CH:18]([OH:19])[CH:13]2[CH2:14][CH2:15]3)(=[O:10])=[O:9])=[CH:4][CH:3]=1.C(=O)([O-])[O-].[Cs+].[Cs+].Br[CH2:27][C:28]1[CH:35]=[CH:34][C:31]([C:32]#[N:33])=[CH:30][CH:29]=1. (9) Given the product [Cl:21][C:16]1[CH:15]=[C:14]([NH:13][C:10]2[N:11]=[CH:12][NH:8][N:9]=2)[CH:19]=[C:18]([Cl:20])[CH:17]=1, predict the reactants needed to synthesize it. The reactants are: C([N:8]1[CH:12]=[N:11][C:10]([NH:13][C:14]2[CH:19]=[C:18]([Cl:20])[CH:17]=[C:16]([Cl:21])[CH:15]=2)=[N:9]1)C1C=CC=CC=1.Cl. (10) Given the product [CH3:27][C:28]1([CH3:40])[CH2:33][CH:32]([N:34]2[C:17](=[O:18])[C:16]([CH2:15][C:12]3[CH:13]=[CH:14][C:9]([C:4]4[C:3]([C:1]#[N:2])=[CH:8][CH:7]=[CH:6][CH:5]=4)=[CH:10][CH:11]=3)=[C:22]([CH2:23][CH2:24][CH3:25])[N:36]3[N:37]=[CH:38][N:39]=[C:35]23)[CH2:31][CH2:30][O:29]1, predict the reactants needed to synthesize it. The reactants are: [C:1]([C:3]1[CH:8]=[CH:7][CH:6]=[CH:5][C:4]=1[C:9]1[CH:14]=[CH:13][C:12]([CH2:15][CH:16]([C:22](=O)[CH2:23][CH2:24][CH3:25])[C:17](OCC)=[O:18])=[CH:11][CH:10]=1)#[N:2].[CH3:27][C:28]1([CH3:40])[CH2:33][CH:32]([NH:34][C:35]2[NH:39][CH:38]=[N:37][N:36]=2)[CH2:31][CH2:30][O:29]1.